From a dataset of TCR-epitope binding with 47,182 pairs between 192 epitopes and 23,139 TCRs. Binary Classification. Given a T-cell receptor sequence (or CDR3 region) and an epitope sequence, predict whether binding occurs between them. (1) The epitope is MMISAGFSL. The TCR CDR3 sequence is CASSLRTGVYNEQFF. Result: 1 (the TCR binds to the epitope). (2) The epitope is KLPDDFTGCV. The TCR CDR3 sequence is CASSFGNYVYTEAFF. Result: 1 (the TCR binds to the epitope). (3) The epitope is KRWIILGLNK. Result: 1 (the TCR binds to the epitope). The TCR CDR3 sequence is CASSQGLAGREQYF. (4) The epitope is DPFRLLQNSQVFS. The TCR CDR3 sequence is CASSLVVAGYQETQYF. Result: 1 (the TCR binds to the epitope). (5) The epitope is PROT_97E67BCC. The TCR CDR3 sequence is CASSRLAGGMDEQFF. Result: 1 (the TCR binds to the epitope). (6) The epitope is LEPLVDLPI. The TCR CDR3 sequence is CASSLDSRVGNQPQHF. Result: 1 (the TCR binds to the epitope). (7) The epitope is KRWIILGLNK. The TCR CDR3 sequence is CSASSGRTGGSYEQYF. Result: 0 (the TCR does not bind to the epitope).